This data is from Experimentally validated miRNA-target interactions with 360,000+ pairs, plus equal number of negative samples. The task is: Binary Classification. Given a miRNA mature sequence and a target amino acid sequence, predict their likelihood of interaction. (1) The miRNA is hsa-miR-6890-3p with sequence CCACUGCCUAUGCCCCACAG. The protein sequence of the target gene is MMSLTVLSPPQRFKRILQAMMLAVAVVYMTLLLYQSAYGYPGIQVPHSQVDALASEAVTTHRDQLLQDYVQSSTPTQPGAGAPAASPTTVIIRKDIRSFNFSDIEVSERPTATLLTELARRSRNGELLRDLSQRAVTATPQPPVTELDDIFISVKTTKNYHDTRLALIIKTWFQLARDQTWFFTDTDDHYYQEKTKGHLINTKCSQGHFRKALCCKMSAELDVFLESGKKWFCHFDDDNYVNVPRLVKLLDEYSPSVDWYLGKPSISSPLEIHLDSKNTTTNKKITFWFATGGAGFCLSR.... Result: 0 (no interaction). (2) The miRNA is hsa-let-7a-5p with sequence UGAGGUAGUAGGUUGUAUAGUU. The protein sequence of the target gene is MAAAYLDPNLNHTPSSSTKTHLGTGMERSPGAMERVLKVFHYFESSSEPTTWASIIRHGDATDVRGIIQKIVDSHKVKHVACYGFRLSHLRSEEVHWLHVDMGVSSVREKYELAHPPEEWKYELRIRYLPKGFLNQFTEDKPTLNFFYQQVKSDYMQEIADQVDQEIALKLGCLEIRRSYWEMRGNALEKKSNYEVLEKDVGLKRFFPKSLLDSVKAKTLRKLIQQTFRQFANLNREESILKFFEILSPVYRFDKECFKCALGSSWIISVELAIGPEEGISYLTDKGCNPTHLADFNQVQ.... Result: 0 (no interaction).